Predict which catalyst facilitates the given reaction. From a dataset of Catalyst prediction with 721,799 reactions and 888 catalyst types from USPTO. Reactant: [C:1]([O:5][C:6]([NH:8][CH:9]([C:11]1[C:20]([C:21]2[CH:26]=[CH:25][CH:24]=[CH:23][CH:22]=2)=[C:19]([C:27](O)=[O:28])[C:18]2[C:13](=[N:14][CH:15]=[CH:16][CH:17]=2)[N:12]=1)[CH3:10])=[O:7])([CH3:4])([CH3:3])[CH3:2].[CH3:30][N:31](C(ON1N=NC2C=CC=NC1=2)=[N+](C)C)C.F[P-](F)(F)(F)(F)F.CN.C(N(C(C)C)C(C)C)C. Product: [CH3:30][NH:31][C:27]([C:19]1[C:18]2[C:13](=[N:14][CH:15]=[CH:16][CH:17]=2)[N:12]=[C:11]([CH:9]([NH:8][C:6](=[O:7])[O:5][C:1]([CH3:3])([CH3:4])[CH3:2])[CH3:10])[C:20]=1[C:21]1[CH:22]=[CH:23][CH:24]=[CH:25][CH:26]=1)=[O:28]. The catalyst class is: 3.